From a dataset of Catalyst prediction with 721,799 reactions and 888 catalyst types from USPTO. Predict which catalyst facilitates the given reaction. (1) Reactant: [F:1][C:2]1[CH:7]=[CH:6][C:5]([S:8]([N:11]2[C:15]([C:16]3[CH:21]=[CH:20][CH:19]=[CH:18][CH:17]=3)=[CH:14][C:13]([C:22](OCC)=[O:23])=[C:12]2[CH3:27])(=[O:10])=[O:9])=[CH:4][CH:3]=1.[H-].C([Al+]CC(C)C)C(C)C.Cl. Product: [F:1][C:2]1[CH:3]=[CH:4][C:5]([S:8]([N:11]2[C:15]([C:16]3[CH:21]=[CH:20][CH:19]=[CH:18][CH:17]=3)=[CH:14][C:13]([CH:22]=[O:23])=[C:12]2[CH3:27])(=[O:9])=[O:10])=[CH:6][CH:7]=1. The catalyst class is: 207. (2) Reactant: [N:1]([C@@H:4]([C@@H:42]([C:49]1[CH:54]=[CH:53][C:52]([F:55])=[CH:51][CH:50]=1)[CH:43]1[CH2:48][CH2:47][O:46][CH2:45][CH2:44]1)[C:5]([NH:7][C:8]1[CH:40]=[CH:39][CH:38]=[C:37]([F:41])[C:9]=1[CH2:10][CH2:11][C@@H:12]1[N:20]([S:21]([C:24]2[CH:29]=[CH:28][CH:27]=[CH:26][CH:25]=2)(=[O:23])=[O:22])[CH2:19][C:16]2([CH2:18][CH2:17]2)[CH2:15][N:14]([C:30]([O:32][C:33]([CH3:36])([CH3:35])[CH3:34])=[O:31])[CH2:13]1)=[O:6])=[N+]=[N-].CP(C)C. Product: [NH2:1][C@@H:4]([C@@H:42]([C:49]1[CH:54]=[CH:53][C:52]([F:55])=[CH:51][CH:50]=1)[CH:43]1[CH2:48][CH2:47][O:46][CH2:45][CH2:44]1)[C:5]([NH:7][C:8]1[CH:40]=[CH:39][CH:38]=[C:37]([F:41])[C:9]=1[CH2:10][CH2:11][C@@H:12]1[N:20]([S:21]([C:24]2[CH:25]=[CH:26][CH:27]=[CH:28][CH:29]=2)(=[O:23])=[O:22])[CH2:19][C:16]2([CH2:17][CH2:18]2)[CH2:15][N:14]([C:30]([O:32][C:33]([CH3:36])([CH3:34])[CH3:35])=[O:31])[CH2:13]1)=[O:6]. The catalyst class is: 161. (3) Product: [CH2:1]([O:8][C:9]1[CH:17]=[C:16]2[C:12]([CH:13]=[CH:14][N:15]2[C:21]2[CH:22]=[CH:23][N:24]=[C:19]([NH2:18])[N:20]=2)=[CH:11][CH:10]=1)[C:2]1[CH:3]=[CH:4][CH:5]=[CH:6][CH:7]=1. The catalyst class is: 6. Reactant: [CH2:1]([O:8][C:9]1[CH:17]=[C:16]2[C:12]([CH:13]=[CH:14][NH:15]2)=[CH:11][CH:10]=1)[C:2]1[CH:7]=[CH:6][CH:5]=[CH:4][CH:3]=1.[NH2:18][C:19]1[N:24]=[C:23](Cl)[CH:22]=[CH:21][N:20]=1. (4) Reactant: [F:1][C:2]1([F:18])[CH2:6][N:5](C(OC(C)(C)C)=O)[C@@H:4]([C:14]([O:16][CH3:17])=[O:15])[CH2:3]1.C(Cl)Cl.[F:22][C:23]([F:28])([F:27])[C:24]([OH:26])=[O:25].[O-][Mn](=O)(=O)=O.[K+]. Product: [OH:26][C:24]([C:23]([F:28])([F:27])[F:22])=[O:25].[CH3:17][O:16][C:14]([C@@H:4]1[CH2:3][C:2]([F:18])([F:1])[CH2:6][NH:5]1)=[O:15]. The catalyst class is: 25. (5) Reactant: C([O-])([O-])=O.[K+].[K+].[I-].[C:8]([O:12][C:13]([N:15]1[CH2:20][CH2:19][CH:18]([CH2:21][P+](C2C=CC=CC=2)(C2C=CC=CC=2)C2C=CC=CC=2)[CH2:17][CH2:16]1)=[O:14])([CH3:11])([CH3:10])[CH3:9].[O:41]1[C:45]2=[CH:46][N:47]=[CH:48][CH:49]=[C:44]2[CH:43]=[C:42]1[CH:50]=O. Product: [C:8]([O:12][C:13]([N:15]1[CH2:16][CH2:17][CH:18]([CH:21]=[CH:50][C:42]2[O:41][C:45]3=[CH:46][N:47]=[CH:48][CH:49]=[C:44]3[CH:43]=2)[CH2:19][CH2:20]1)=[O:14])([CH3:9])([CH3:10])[CH3:11]. The catalyst class is: 2. (6) The catalyst class is: 10. Product: [F:13][C:8]1[CH:9]=[CH:10][C:5]([O:4][CH2:1][CH2:2][CH3:3])=[CH:6][C:7]=1[OH:11]. Reactant: [CH2:1]([O:4][C:5]1[CH:6]=[C:7]([OH:11])[CH:8]=[CH:9][CH:10]=1)[CH2:2][CH3:3].[B-](F)(F)(F)[F:13].[B-](F)(F)(F)F.C1[N+]2(CCl)CC[N+](F)(CC2)C1. (7) Reactant: C(OC(=O)[NH:7][C:8]1[CH:13]=[CH:12][C:11]([NH:14][C:15]2[S:16][C:17]([NH:23][C:24](=[O:35])[C:25]3[CH:30]=[CH:29][C:28]([NH:31][C:32](=[O:34])[CH3:33])=[CH:27][CH:26]=3)=[C:18]([C:20](=[O:22])[NH2:21])[N:19]=2)=[CH:10][CH:9]=1)(C)(C)C. Product: [C:32]([NH:31][C:28]1[CH:29]=[CH:30][C:25]([C:24]([NH:23][C:17]2[S:16][C:15]([NH:14][C:11]3[CH:12]=[CH:13][C:8]([NH2:7])=[CH:9][CH:10]=3)=[N:19][C:18]=2[C:20]([NH2:21])=[O:22])=[O:35])=[CH:26][CH:27]=1)(=[O:34])[CH3:33]. The catalyst class is: 89. (8) Reactant: [CH:1]([Si:4]([CH:9]([CH3:11])[CH3:10])([CH:6]([CH3:8])[CH3:7])[SH:5])([CH3:3])[CH3:2].C[Si](C)(C)[N-][Si](C)(C)C.[Li+].C1COCC1.C([Si](C(C)C)(C(C)C)[S-])(C)C.[Li+].[C:39]([O:43][C:44]([N:46]1[CH2:51][CH2:50][C:49]2[C:52]3[CH:58]=[CH:57][C:56](I)=[CH:55][C:53]=3[O:54][C:48]=2[C:47]1([CH3:61])[CH3:60])=[O:45])([CH3:42])([CH3:41])[CH3:40]. Product: [C:39]([O:43][C:44]([N:46]1[CH2:51][CH2:50][C:49]2[C:52]3[CH:58]=[CH:57][C:56]([S:5][Si:4]([CH:1]([CH3:3])[CH3:2])([CH:6]([CH3:8])[CH3:7])[CH:9]([CH3:11])[CH3:10])=[CH:55][C:53]=3[O:54][C:48]=2[C:47]1([CH3:61])[CH3:60])=[O:45])([CH3:42])([CH3:40])[CH3:41]. The catalyst class is: 77.